From a dataset of CYP2D6 inhibition data for predicting drug metabolism from PubChem BioAssay. Regression/Classification. Given a drug SMILES string, predict its absorption, distribution, metabolism, or excretion properties. Task type varies by dataset: regression for continuous measurements (e.g., permeability, clearance, half-life) or binary classification for categorical outcomes (e.g., BBB penetration, CYP inhibition). Dataset: cyp2d6_veith. (1) The compound is c1nc(N2CC2)c2cnn([C@@H]3CCCCO3)c2n1. The result is 0 (non-inhibitor). (2) The molecule is O=C(N/N=C/c1ccc2c(c1)OCO2)/C(=C/c1ccc2c(c1)OCO2)NC(=O)c1ccccc1. The result is 0 (non-inhibitor). (3) The result is 0 (non-inhibitor). The drug is C/C(=N\NC(=O)c1[nH]c2c([N+](=O)[O-])cc(C)cc2c1-c1ccccc1)c1cccnc1. (4) The compound is CCCNC(=O)OC[C@@H]1O[C@H](CCO/N=C(\C)CCN2CCc3nc(-c4ccccc4)c(-c4ccccc4)cc3C2)C=C[C@@H]1Oc1ccc(OC)cc1. The result is 0 (non-inhibitor).